Dataset: Full USPTO retrosynthesis dataset with 1.9M reactions from patents (1976-2016). Task: Predict the reactants needed to synthesize the given product. Given the product [Cl:1][C:2]1[N:7]=[C:6]2[CH:8]=[C:9]([C:11]([NH:48][C:49]3[CH:50]=[C:51]([NH:56][C:57](=[O:69])[C:58]4[CH:63]=[CH:62][CH:61]=[C:60]([C:64]([C:67]#[N:68])([CH3:65])[CH3:66])[CH:59]=4)[CH:52]=[CH:53][C:54]=3[CH3:55])=[O:13])[S:10][C:5]2=[N:4][CH:3]=1, predict the reactants needed to synthesize it. The reactants are: [Cl:1][C:2]1[N:7]=[C:6]2[CH:8]=[C:9]([C:11]([OH:13])=O)[S:10][C:5]2=[N:4][CH:3]=1.CN(C(ON1N=NC2C=CC=NC1=2)=[N+](C)C)C.F[P-](F)(F)(F)(F)F.CCN(C(C)C)C(C)C.Cl.[NH2:48][C:49]1[CH:50]=[C:51]([NH:56][C:57](=[O:69])[C:58]2[CH:63]=[CH:62][CH:61]=[C:60]([C:64]([C:67]#[N:68])([CH3:66])[CH3:65])[CH:59]=2)[CH:52]=[CH:53][C:54]=1[CH3:55].